Task: Predict the product of the given reaction.. Dataset: Forward reaction prediction with 1.9M reactions from USPTO patents (1976-2016) (1) Given the reactants Br[C:2]1[CH:3]=[N:4][CH:5]=[C:6]2[C:11]=1[N:10]=[CH:9][CH:8]=[CH:7]2.[N:12]1[CH:17]=[CH:16][CH:15]=[CH:14][C:13]=1[C:18]1[C:19](B(O)O)=[C:20]2[CH2:25][CH2:24][CH2:23][N:21]2[N:22]=1.P([O-])([O-])([O-])=O.[K+].[K+].[K+].CN(C=O)C, predict the reaction product. The product is: [N:12]1[CH:17]=[CH:16][CH:15]=[CH:14][C:13]=1[C:18]1[C:19]([C:2]2[CH:3]=[N:4][CH:5]=[C:6]3[C:11]=2[N:10]=[CH:9][CH:8]=[CH:7]3)=[C:20]2[CH2:25][CH2:24][CH2:23][N:21]2[N:22]=1. (2) The product is: [CH2:17]([S:14]([C:11]1[CH:12]=[CH:13][C:8]([C:6]2[C:5]([OH:21])=[CH:4][CH:3]=[C:2]([B:27]3[O:31][C:30]([CH3:33])([CH3:32])[C:29]([CH3:35])([CH3:34])[O:28]3)[CH:7]=2)=[C:9]([O:19][CH3:20])[CH:10]=1)(=[O:16])=[O:15])[CH3:18]. Given the reactants Br[C:2]1[CH:7]=[C:6]([C:8]2[CH:13]=[CH:12][C:11]([S:14]([CH2:17][CH3:18])(=[O:16])=[O:15])=[CH:10][C:9]=2[O:19][CH3:20])[C:5]([OH:21])=[CH:4][CH:3]=1.C([O-])(=O)C.[K+].[B:27]1([B:27]2[O:31][C:30]([CH3:33])([CH3:32])[C:29]([CH3:35])([CH3:34])[O:28]2)[O:31][C:30]([CH3:33])([CH3:32])[C:29]([CH3:35])([CH3:34])[O:28]1, predict the reaction product. (3) The product is: [CH3:12][CH:13]1[CH2:18][CH2:17][N:16]([C:19]([O:11][C:10]2[C:5]3[C:6](=[N:7][C:2]([CH3:1])=[CH:3][CH:4]=3)[O:8][N:9]=2)=[O:20])[CH2:15][CH2:14]1. Given the reactants [CH3:1][C:2]1[N:7]=[C:6]2[O:8][N:9]=[C:10]([OH:11])[C:5]2=[CH:4][CH:3]=1.[CH3:12][CH:13]1[CH2:18][CH2:17][N:16]([C:19](Cl)=[O:20])[CH2:15][CH2:14]1, predict the reaction product. (4) Given the reactants C[O:2][C:3](=[O:28])/[CH:4]=[CH:5]/[C:6]1[CH:7]=[C:8]2[C:24](=[CH:25][CH:26]=1)[O:23][C:11]1([CH2:15][CH2:14][N:13]([CH2:16][C:17]3[CH:22]=[CH:21][CH:20]=[CH:19][CH:18]=3)[CH2:12]1)[CH2:10][C:9]2=[O:27].Cl, predict the reaction product. The product is: [CH2:16]([N:13]1[CH2:14][CH2:15][C:11]2([CH2:10][C:9](=[O:27])[C:8]3[C:24](=[CH:25][CH:26]=[C:6](/[CH:5]=[CH:4]/[C:3]([OH:28])=[O:2])[CH:7]=3)[O:23]2)[CH2:12]1)[C:17]1[CH:18]=[CH:19][CH:20]=[CH:21][CH:22]=1. (5) The product is: [NH2:24][C:21]1[CH:22]=[CH:23][C:15]2[C:14]3[S:38][C:11]([C:9]([N:8]([C:3]4[CH:4]=[CH:5][CH:6]=[CH:7][C:2]=4[Cl:1])[CH3:39])=[O:10])=[CH:12][C:13]=3[CH2:19][CH2:18][O:17][C:16]=2[CH:20]=1. Given the reactants [Cl:1][C:2]1[CH:7]=[CH:6][CH:5]=[CH:4][C:3]=1[N:8]([CH3:39])[C:9]([C:11]1[S:38][C:14]2[C:15]3[CH:23]=[CH:22][C:21]([N:24]=C(C4C=CC=CC=4)C4C=CC=CC=4)=[CH:20][C:16]=3[O:17][CH2:18][CH2:19][C:13]=2[CH:12]=1)=[O:10].CC(Cl)=O, predict the reaction product. (6) Given the reactants [F:1][C:2]1[CH:10]=[C:9]2[C:5]([CH2:6][CH2:7][NH:8]2)=[CH:4][CH:3]=1.C(N(CC)CC)C.[C:18](O[C:18]([O:20][C:21]([CH3:24])([CH3:23])[CH3:22])=[O:19])([O:20][C:21]([CH3:24])([CH3:23])[CH3:22])=[O:19], predict the reaction product. The product is: [F:1][C:2]1[CH:10]=[C:9]2[C:5]([CH2:6][CH2:7][N:8]2[C:18]([O:20][C:21]([CH3:24])([CH3:23])[CH3:22])=[O:19])=[CH:4][CH:3]=1.